Regression. Given two drug SMILES strings and cell line genomic features, predict the synergy score measuring deviation from expected non-interaction effect. From a dataset of NCI-60 drug combinations with 297,098 pairs across 59 cell lines. Drug 1: CCCS(=O)(=O)NC1=C(C(=C(C=C1)F)C(=O)C2=CNC3=C2C=C(C=N3)C4=CC=C(C=C4)Cl)F. Drug 2: C1=C(C(=O)NC(=O)N1)F. Cell line: SN12C. Synergy scores: CSS=23.9, Synergy_ZIP=2.36, Synergy_Bliss=2.80, Synergy_Loewe=-1.38, Synergy_HSA=1.23.